This data is from Reaction yield outcomes from USPTO patents with 853,638 reactions. The task is: Predict the reaction yield, written as a fraction of the theoretical maximum amount of product (1.0 means a 100% yield; for example, 0.34 means a 34% yield). (1) The reactants are [CH:1]1([C:4]2[C:11]([N+:12]([O-:14])=[O:13])=[CH:10][C:7]([C:8]#[N:9])=[C:6]([N:15]3[CH2:20][CH2:19][NH:18][C@H:17]([CH:21]([CH3:23])[CH3:22])[CH2:16]3)[N:5]=2)[CH2:3][CH2:2]1.[CH3:24][C:25]([O:28][C:29](O[C:29]([O:28][C:25]([CH3:27])([CH3:26])[CH3:24])=[O:30])=[O:30])([CH3:27])[CH3:26]. The catalyst is C(Cl)Cl. The product is [C:8]([C:7]1[C:6]([N:15]2[CH2:20][CH2:19][N:18]([C:29]([O:28][C:25]([CH3:27])([CH3:26])[CH3:24])=[O:30])[C@H:17]([CH:21]([CH3:23])[CH3:22])[CH2:16]2)=[N:5][C:4]([CH:1]2[CH2:2][CH2:3]2)=[C:11]([N+:12]([O-:14])=[O:13])[CH:10]=1)#[N:9]. The yield is 0.950. (2) The catalyst is C(Cl)Cl. The product is [F:1][C:2]([F:7])([F:6])[C:3]([OH:5])=[O:4].[C:45]([CH2:44][N:23]1[CH2:22][CH2:21][CH:20]([C:18]2[CH:17]=[CH:16][C:15]([NH:26][C:27]([C:29]3[NH:30][CH:31]=[C:32]([C:34]#[N:35])[N:33]=3)=[O:28])=[C:14]([C:8]3[CH2:13][CH2:12][CH2:11][CH2:10][CH:9]=3)[CH:19]=2)[CH2:25][CH2:24]1)(=[O:46])[NH2:47]. The reactants are [F:1][C:2]([F:7])([F:6])[C:3]([OH:5])=[O:4].[C:8]1([C:14]2[CH:19]=[C:18]([CH:20]3[CH2:25][CH2:24][NH:23][CH2:22][CH2:21]3)[CH:17]=[CH:16][C:15]=2[NH:26][C:27]([C:29]2[NH:30][CH:31]=[C:32]([C:34]#[N:35])[N:33]=2)=[O:28])[CH2:13][CH2:12][CH2:11][CH2:10][CH:9]=1.CCN(CC)CC.Br[CH2:44][C:45]([NH2:47])=[O:46]. The yield is 0.750. (3) The reactants are [Br:1][C:2]1[C:3](F)=[C:4]2[C:10]([NH:11][C:12](=[O:20])[C:13]3[CH:18]=[CH:17][C:16]([Cl:19])=[CH:15][N:14]=3)=[CH:9][NH:8][C:5]2=[N:6][CH:7]=1.[NH:22]1[CH2:27][CH2:26][CH2:25][C@@H:24]([NH:28]C(=O)OC(C)(C)C)[CH2:23]1.CCN(C(C)C)C(C)C.C(O)(C(F)(F)F)=O. The catalyst is CCCCO.C(Cl)Cl. The product is [ClH:19].[NH2:28][C@@H:24]1[CH2:25][CH2:26][CH2:27][N:22]([C:3]2[C:2]([Br:1])=[CH:7][N:6]=[C:5]3[NH:8][CH:9]=[C:10]([NH:11][C:12](=[O:20])[C:13]4[CH:18]=[CH:17][C:16]([Cl:19])=[CH:15][N:14]=4)[C:4]=23)[CH2:23]1. The yield is 0.140. (4) The reactants are [CH3:1][O:2][C:3]1[CH:8]=[CH:7][CH:6]=[CH:5][C:4]=1[CH2:9][C:10]([O:12][CH3:13])=[O:11].C1COCC1.C([N-]C(C)C)(C)C.[Li+].[CH2:27](Br)[C:28]1[CH:33]=[CH:32][CH:31]=[CH:30][CH:29]=1. The catalyst is CCCCCCC.C1COCC1. The product is [CH3:1][O:2][C:3]1[CH:8]=[CH:7][CH:6]=[CH:5][C:4]=1[CH:9]([CH2:27][C:28]1[CH:33]=[CH:32][CH:31]=[CH:30][CH:29]=1)[C:10]([O:12][CH3:13])=[O:11]. The yield is 0.350. (5) The reactants are [N:1]12[CH2:8][CH2:7][C:4]([C:9]([C:17]3[CH:22]=[CH:21][CH:20]=[CH:19][CH:18]=3)([C:11]3[CH:16]=[CH:15][CH:14]=[CH:13][CH:12]=3)[OH:10])([CH2:5][CH2:6]1)[CH2:3][CH2:2]2.[Br:23][CH2:24][CH2:25][CH2:26][O:27][C:28]1[CH:33]=[CH:32][CH:31]=[CH:30][C:29]=1[OH:34]. The catalyst is CC#N. The product is [Br-:23].[OH:10][C:9]([C:17]1[CH:22]=[CH:21][CH:20]=[CH:19][CH:18]=1)([C:11]1[CH:12]=[CH:13][CH:14]=[CH:15][CH:16]=1)[C:4]12[CH2:5][CH2:6][N+:1]([CH2:24][CH2:25][CH2:26][O:27][C:28]3[CH:33]=[CH:32][CH:31]=[CH:30][C:29]=3[OH:34])([CH2:2][CH2:3]1)[CH2:8][CH2:7]2. The yield is 0.750. (6) The reactants are C[O:2][C:3](=[O:39])[C:4]1[CH:9]=[C:8]([O:10][CH2:11][C:12]2[S:13][CH:14]=[C:15]([C:17]3[CH:22]=[CH:21][C:20]([CH2:23][N:24]([C:28]4[CH:33]=[CH:32][C:31]([CH:34]([CH2:37][CH3:38])[CH2:35][CH3:36])=[CH:30][CH:29]=4)[CH:25]([CH3:27])[CH3:26])=[CH:19][CH:18]=3)[N:16]=2)[CH:7]=[N:6][CH:5]=1.[OH-].[Na+].Cl. The catalyst is O1CCCC1CO. The product is [CH2:35]([CH:34]([C:31]1[CH:30]=[CH:29][C:28]([N:24]([CH2:23][C:20]2[CH:19]=[CH:18][C:17]([C:15]3[N:16]=[C:12]([CH2:11][O:10][C:8]4[CH:7]=[N:6][CH:5]=[C:4]([CH:9]=4)[C:3]([OH:39])=[O:2])[S:13][CH:14]=3)=[CH:22][CH:21]=2)[CH:25]([CH3:26])[CH3:27])=[CH:33][CH:32]=1)[CH2:37][CH3:38])[CH3:36]. The yield is 0.965. (7) The reactants are Cl.[O:2]=[C:3]1[NH:12][C:11]2[N:10]=[CH:9][C:8](/[CH:13]=[CH:14]/[C:15]([OH:17])=O)=[CH:7][C:6]=2[CH2:5][CH2:4]1.Cl.[CH2:19]([S:24]([CH:27]1[CH2:30][NH:29][CH2:28]1)(=[O:26])=[O:25])[CH2:20][CH2:21][CH2:22][CH3:23].CCN(C(C)C)C(C)C.CCN=C=NCCCN(C)C. The catalyst is CN(C1C=CN=CC=1)C.CN(C=O)C. The product is [CH2:19]([S:24]([CH:27]1[CH2:30][N:29]([C:15](=[O:17])/[CH:14]=[CH:13]/[C:8]2[CH:7]=[C:6]3[C:11](=[N:10][CH:9]=2)[NH:12][C:3](=[O:2])[CH2:4][CH2:5]3)[CH2:28]1)(=[O:26])=[O:25])[CH2:20][CH2:21][CH2:22][CH3:23]. The yield is 0.190.